Dataset: Forward reaction prediction with 1.9M reactions from USPTO patents (1976-2016). Task: Predict the product of the given reaction. (1) Given the reactants [CH3:1][C:2]1([C:8]2[CH:13]=[CH:12][CH:11]=[CH:10][CH:9]=2)[CH2:7][CH2:6][CH2:5][CH2:4][CH2:3]1.[Br:14]Br, predict the reaction product. The product is: [CH3:1][C:2]1([C:8]2[CH:9]=[CH:10][C:11]([Br:14])=[CH:12][CH:13]=2)[CH2:3][CH2:4][CH2:5][CH2:6][CH2:7]1. (2) The product is: [O:45]1[CH2:44][CH:43]=[C:42]([C:2]2[CH:3]=[C:4]3[C:31](=[CH:32][CH:33]=2)[O:30][CH2:29][C:25]2([CH2:26][O:27][CH2:28]2)[C:5]23[CH2:9][O:8][C:7]([N:10]([C:18]([O:20][C:21]([CH3:24])([CH3:23])[CH3:22])=[O:19])[C:11]([O:13][C:14]([CH3:16])([CH3:15])[CH3:17])=[O:12])=[N:6]2)[CH2:47][CH2:46]1. Given the reactants Br[C:2]1[CH:3]=[C:4]2[C:31](=[CH:32][CH:33]=1)[O:30][CH2:29][C:25]1([CH2:28][O:27][CH2:26]1)[C:5]12[CH2:9][O:8][C:7]([N:10]([C:18]([O:20][C:21]([CH3:24])([CH3:23])[CH3:22])=[O:19])[C:11]([O:13][C:14]([CH3:17])([CH3:16])[CH3:15])=[O:12])=[N:6]1.CC1(C)C(C)(C)OB([C:42]2[CH2:43][CH2:44][O:45][CH2:46][CH:47]=2)O1.C([O-])([O-])=O.[Na+].[Na+], predict the reaction product.